Task: Predict which catalyst facilitates the given reaction.. Dataset: Catalyst prediction with 721,799 reactions and 888 catalyst types from USPTO (1) Reactant: [OH-].[Na+].[F:3][C:4]1[CH:13]=[C:12]([C:14]2[N:18]=[C:17]([C:19]3[CH:24]=[CH:23][C:22]([N:25]4[CH2:30][CH2:29][CH2:28][CH2:27][CH:26]4[CH3:31])=[C:21]([CH2:32][O:33][CH3:34])[CH:20]=3)[O:16][N:15]=2)[CH:11]=[CH:10][C:5]=1[C:6]([O:8]C)=[O:7].Cl. Product: [F:3][C:4]1[CH:13]=[C:12]([C:14]2[N:18]=[C:17]([C:19]3[CH:24]=[CH:23][C:22]([N:25]4[CH2:30][CH2:29][CH2:28][CH2:27][CH:26]4[CH3:31])=[C:21]([CH2:32][O:33][CH3:34])[CH:20]=3)[O:16][N:15]=2)[CH:11]=[CH:10][C:5]=1[C:6]([OH:8])=[O:7]. The catalyst class is: 24. (2) Reactant: O1CCCC1.[CH:6]1([CH2:9][OH:10])[CH2:8][CH2:7]1.[H-].[Na+].[Br:13][C:14]1[N:23]([CH2:24][O:25][CH2:26][CH2:27][Si:28]([CH3:31])([CH3:30])[CH3:29])[C:17]2[CH:18]=[N:19][NH:20][C:21](=[O:22])[C:16]=2[C:15]=1[CH2:32]Br. Product: [Br:13][C:14]1[N:23]([CH2:24][O:25][CH2:26][CH2:27][Si:28]([CH3:31])([CH3:30])[CH3:29])[C:17]2[CH:18]=[N:19][NH:20][C:21](=[O:22])[C:16]=2[C:15]=1[CH2:32][O:10][CH2:9][CH:6]1[CH2:8][CH2:7]1. The catalyst class is: 6. (3) Reactant: [Cl:1][C:2]1[C:3]([S:37]([N:40](CC2C=CC(OC)=CC=2)CC2C=CC(OC)=CC=2)(=[O:39])=[O:38])=[N:4][CH:5]=[C:6]([C:22]([N:24]2[CH2:29][CH2:28][CH:27]([C:30]3[CH:35]=[CH:34][C:33]([F:36])=[CH:32][CH:31]=3)[CH2:26][CH2:25]2)=[O:23])[C:7]=1[NH:8][C:9]1[CH:14]=[CH:13][C:12]([O:15][C:16]([F:19])([F:18])[F:17])=[CH:11][C:10]=1[C:20]#[N:21].C1(OC)C=CC=CC=1. Product: [Cl:1][C:2]1[C:3]([S:37]([NH2:40])(=[O:38])=[O:39])=[N:4][CH:5]=[C:6]([C:22]([N:24]2[CH2:25][CH2:26][CH:27]([C:30]3[CH:31]=[CH:32][C:33]([F:36])=[CH:34][CH:35]=3)[CH2:28][CH2:29]2)=[O:23])[C:7]=1[NH:8][C:9]1[CH:14]=[CH:13][C:12]([O:15][C:16]([F:17])([F:19])[F:18])=[CH:11][C:10]=1[C:20]#[N:21]. The catalyst class is: 55. (4) Reactant: Cl[C:2]1[C:11]2[C:6](=[CH:7][CH:8]=[C:9]([C:12]([N:14]3[CH2:17][CH:16]([O:18][CH3:19])[CH2:15]3)=[O:13])[CH:10]=2)[C:5]([NH2:20])=[N:4][CH:3]=1.[CH3:21][N:22]1[C:30]2[C:25](=[CH:26][C:27](B3OC(C)(C)C(C)(C)O3)=[CH:28][CH:29]=2)[CH2:24][C:23]1=[O:40].CC([O-])=O.[K+].CN(C)C=O. Product: [NH2:20][C:5]1[C:6]2[C:11](=[CH:10][C:9]([C:12]([N:14]3[CH2:17][CH:16]([O:18][CH3:19])[CH2:15]3)=[O:13])=[CH:8][CH:7]=2)[C:2]([C:27]2[CH:26]=[C:25]3[C:30](=[CH:29][CH:28]=2)[N:22]([CH3:21])[C:23](=[O:40])[CH2:24]3)=[CH:3][N:4]=1. The catalyst class is: 6. (5) Reactant: [N:1]1[C:10]2[C:5](=[CH:6][CH:7]=[CH:8][CH:9]=2)[N:4]=[CH:3][C:2]=1[NH:11][C:12]1[O:13][C@:14]2([CH2:22][N:23]=1)[CH:19]1[CH2:20][CH2:21][N:16]([CH2:17][CH2:18]1)[CH2:15]2.ClC1C=C(C=CC=1)C(OO)=[O:29]. Product: [N:1]1[C:10]2[C:5](=[CH:6][CH:7]=[CH:8][CH:9]=2)[N:4]=[CH:3][C:2]=1[NH:11][C:12]1[O:13][C@:14]2([CH2:22][N:23]=1)[CH:19]1[CH2:18][CH2:17][N+:16]([O-:29])([CH2:21][CH2:20]1)[CH2:15]2. The catalyst class is: 1.